From a dataset of Peptide-MHC class I binding affinity with 185,985 pairs from IEDB/IMGT. Regression. Given a peptide amino acid sequence and an MHC pseudo amino acid sequence, predict their binding affinity value. This is MHC class I binding data. (1) The MHC is HLA-B51:01 with pseudo-sequence HLA-B51:01. The binding affinity (normalized) is 0.0847. The peptide sequence is WAIQCYTGV. (2) The peptide sequence is RRYTRRISL. The MHC is HLA-B58:01 with pseudo-sequence HLA-B58:01. The binding affinity (normalized) is 0.0847. (3) The peptide sequence is SGGETTVTI. The MHC is H-2-Dd with pseudo-sequence H-2-Dd. The binding affinity (normalized) is 0.170. (4) The peptide sequence is IVHVDHECF. The MHC is HLA-B07:02 with pseudo-sequence HLA-B07:02. The binding affinity (normalized) is 0.0847. (5) The MHC is HLA-A30:01 with pseudo-sequence HLA-A30:01. The binding affinity (normalized) is 0.812. The peptide sequence is RVHDTNATK. (6) The peptide sequence is GPSPSHKSV. The MHC is HLA-B57:01 with pseudo-sequence HLA-B57:01. The binding affinity (normalized) is 0.0847.